Dataset: Full USPTO retrosynthesis dataset with 1.9M reactions from patents (1976-2016). Task: Predict the reactants needed to synthesize the given product. (1) Given the product [F:9][C:3]1[CH:4]=[C:5]([CH:7]=[CH:8][C:2]=1[B:10]1[O:14][C:13]([CH3:16])([CH3:15])[C:12]([CH3:18])([CH3:17])[O:11]1)[NH2:6], predict the reactants needed to synthesize it. The reactants are: Br[C:2]1[CH:8]=[CH:7][C:5]([NH2:6])=[CH:4][C:3]=1[F:9].[B:10]1([B:10]2[O:14][C:13]([CH3:16])([CH3:15])[C:12]([CH3:18])([CH3:17])[O:11]2)[O:14][C:13]([CH3:16])([CH3:15])[C:12]([CH3:18])([CH3:17])[O:11]1. (2) Given the product [CH2:1]([N:8]1[C:16]2[C:11](=[CH:12][CH:13]=[C:14]([N+:17]([O-:19])=[O:18])[CH:15]=2)[C:10]([C:20]([OH:31])([C:27]([F:28])([F:30])[F:29])[C:21]([O:23][CH2:24][CH2:25][O:26][CH2:34][C:35]2[CH:40]=[CH:39][CH:38]=[CH:37][CH:36]=2)=[O:22])=[CH:9]1)[C:2]1[CH:3]=[CH:4][CH:5]=[CH:6][CH:7]=1, predict the reactants needed to synthesize it. The reactants are: [CH2:1]([N:8]1[C:16]2[C:11](=[CH:12][CH:13]=[C:14]([N+:17]([O-:19])=[O:18])[CH:15]=2)[C:10]([C:20]([OH:31])([C:27]([F:30])([F:29])[F:28])[C:21]([O:23][CH2:24][CH2:25][OH:26])=[O:22])=[CH:9]1)[C:2]1[CH:7]=[CH:6][CH:5]=[CH:4][CH:3]=1.[H-].[Na+].[CH2:34](Br)[C:35]1[CH:40]=[CH:39][CH:38]=[CH:37][CH:36]=1.[Cl-].[NH4+].